Dataset: Full USPTO retrosynthesis dataset with 1.9M reactions from patents (1976-2016). Task: Predict the reactants needed to synthesize the given product. Given the product [NH:1]([C:7]([O:9][C:10]([CH3:13])([CH3:12])[CH3:11])=[O:8])[C@H:2]([C:4]([NH:28][C@H:29]([C:31]([NH:33][C@H:34]([C:36]([NH:38][CH2:39][CH2:40][CH2:41][CH2:42][Br:43])=[O:37])[CH3:35])=[O:32])[CH3:30])=[O:6])[CH3:3], predict the reactants needed to synthesize it. The reactants are: [NH:1]([C:7]([O:9][C:10]([CH3:13])([CH3:12])[CH3:11])=[O:8])[C@H:2]([C:4]([OH:6])=O)[CH3:3].CN1CCOCC1.C(O)(C(F)(F)F)=O.[NH2:28][C@H:29]([C:31]([NH:33][C@H:34]([C:36]([NH:38][CH2:39][CH2:40][CH2:41][CH2:42][Br:43])=[O:37])[CH3:35])=[O:32])[CH3:30].